Dataset: Merck oncology drug combination screen with 23,052 pairs across 39 cell lines. Task: Regression. Given two drug SMILES strings and cell line genomic features, predict the synergy score measuring deviation from expected non-interaction effect. (1) Drug 1: C=CCn1c(=O)c2cnc(Nc3ccc(N4CCN(C)CC4)cc3)nc2n1-c1cccc(C(C)(C)O)n1. Drug 2: CNC(=O)c1cc(Oc2ccc(NC(=O)Nc3ccc(Cl)c(C(F)(F)F)c3)cc2)ccn1. Cell line: NCIH23. Synergy scores: synergy=-10.6. (2) Drug 1: CN(Cc1cnc2nc(N)nc(N)c2n1)c1ccc(C(=O)NC(CCC(=O)O)C(=O)O)cc1. Drug 2: Cn1nnc2c(C(N)=O)ncn2c1=O. Cell line: A427. Synergy scores: synergy=-12.9. (3) Drug 1: NC(=O)c1cccc2cn(-c3ccc(C4CCCNC4)cc3)nc12. Drug 2: C#Cc1cccc(Nc2ncnc3cc(OCCOC)c(OCCOC)cc23)c1. Cell line: NCIH2122. Synergy scores: synergy=20.4.